Dataset: Reaction yield outcomes from USPTO patents with 853,638 reactions. Task: Predict the reaction yield, written as a fraction of the theoretical maximum amount of product (1.0 means a 100% yield; for example, 0.34 means a 34% yield). (1) The reactants are C(OC([N:8]1[CH2:12][C@H:11]([OH:13])[CH2:10][C@H:9]1[C:14]([NH:16][C@:17]1([C:22]([O:24][CH2:25][CH3:26])=[O:23])[CH2:19][C@H:18]1[CH:20]=[CH2:21])=[O:15])=O)(C)(C)C.[ClH:27].O1CCOCC1. No catalyst specified. The product is [ClH:27].[OH:13][C@H:11]1[CH2:12][NH:8][C@H:9]([C:14]([NH:16][C@:17]2([C:22]([O:24][CH2:25][CH3:26])=[O:23])[CH2:19][C@H:18]2[CH:20]=[CH2:21])=[O:15])[CH2:10]1. The yield is 0.970. (2) The reactants are [C:1]1([NH2:8])[CH:6]=[CH:5][CH:4]=[CH:3][C:2]=1[NH2:7].[CH3:9][O:10][C:11]1[CH:16]=[CH:15][C:14]([N:17]=[C:18]=[O:19])=[CH:13][CH:12]=1.C(N(CC)CC)C.[C:27]1([CH3:37])[CH:32]=[CH:31][C:30]([S:33](Cl)(=[O:35])=[O:34])=[CH:29][CH:28]=1. The catalyst is C(OCC)(=O)C. The product is [CH3:9][O:10][C:11]1[CH:12]=[CH:13][C:14]([NH:17][C:18](=[O:19])[NH:7][C:2]2[CH:3]=[CH:4][CH:5]=[CH:6][C:1]=2[NH:8][S:33]([C:30]2[CH:31]=[CH:32][C:27]([CH3:37])=[CH:28][CH:29]=2)(=[O:35])=[O:34])=[CH:15][CH:16]=1. The yield is 0.550. (3) The reactants are [Cl:1][C:2]1[C:3]2[C:7]([CH:8]=[C:9]([CH3:11])[CH:10]=1)=[N:6][N:5]1[C:12]([CH:17]3[CH2:22][CH2:21][N:20](C(OC(C)(C)C)=O)[CH2:19][CH2:18]3)=[CH:13][C:14](=[O:16])[NH:15][C:4]=21.Cl. The catalyst is O1CCOCC1. The product is [ClH:1].[Cl:1][C:2]1[C:3]2[C:7]([CH:8]=[C:9]([CH3:11])[CH:10]=1)=[N:6][N:5]1[C:12]([CH:17]3[CH2:18][CH2:19][NH:20][CH2:21][CH2:22]3)=[CH:13][C:14](=[O:16])[NH:15][C:4]=21. The yield is 0.970. (4) The reactants are C1(P(C2C=CC=CC=2)C2C=CC=CC=2)C=CC=CC=1.BrN1C(=O)CCC1=O.[CH:28]1([CH2:33][CH:34]([C:38]2[CH:43]=[CH:42][C:41]([N:44]3[C:48]([CH3:49])=[N:47][N:46]=[N:45]3)=[C:40]([C:50]([F:53])([F:52])[F:51])[CH:39]=2)[C:35]([OH:37])=O)[CH2:32][CH2:31][CH2:30][CH2:29]1.[NH2:54][C:55]1[S:56][CH:57]=[CH:58][N:59]=1. The catalyst is C(Cl)Cl. The product is [CH:28]1([CH2:33][CH:34]([C:38]2[CH:43]=[CH:42][C:41]([N:44]3[C:48]([CH3:49])=[N:47][N:46]=[N:45]3)=[C:40]([C:50]([F:52])([F:51])[F:53])[CH:39]=2)[C:35]([NH:54][C:55]2[S:56][CH:57]=[CH:58][N:59]=2)=[O:37])[CH2:32][CH2:31][CH2:30][CH2:29]1. The yield is 0.700. (5) The reactants are C(OC(=O)N([C:15]12[CH2:22][CH2:21][CH:18]([CH2:19][CH2:20]1)[CH2:17][N:16]2[CH2:23][CH:24]=[CH2:25])CC1C=CC=CC=1)(C)(C)C.Cl. No catalyst specified. The product is [CH2:23]([N:16]1[CH2:17][CH:18]2[CH2:19][CH2:20][C:15]1([C@@H:17]([C:18]1[CH:21]=[CH:22][CH:15]=[CH:20][CH:19]=1)[NH2:16])[CH2:22][CH2:21]2)[CH:24]=[CH2:25]. The yield is 0.850. (6) The reactants are O=[C:2]([C:7]1[C:15]2[C:10](=[CH:11][CH:12]=[C:13]([C:16]([F:19])([F:18])[F:17])[CH:14]=2)[NH:9][CH:8]=1)[C:3]([O:5][CH3:6])=[O:4].O1CCOCC1. The catalyst is [Pd].O. The product is [F:19][C:16]([F:17])([F:18])[C:13]1[CH:14]=[C:15]2[C:10](=[CH:11][CH:12]=1)[NH:9][CH:8]=[C:7]2[CH2:2][C:3]([O:5][CH3:6])=[O:4]. The yield is 0.500. (7) The reactants are [NH2:1][C:2]1[S:6][N:5]=[C:4]([CH3:7])[C:3]=1[C:8]([NH:10][C:11]1[CH:16]=[CH:15][CH:14]=[CH:13][C:12]=1[CH2:17][CH3:18])=[O:9].Cl[C:20]1[C:21]([C:26]#[N:27])=[N:22][CH:23]=[CH:24][N:25]=1.C(=O)([O-])[O-].[Cs+].[Cs+].CC1(C)C2C(=C(P(C3C=CC=CC=3)C3C=CC=CC=3)C=CC=2)OC2C(P(C3C=CC=CC=3)C3C=CC=CC=3)=CC=CC1=2. The catalyst is O1CCOCC1.CN(C=O)C.C([O-])(=O)C.[Pd+2].C([O-])(=O)C. The product is [C:26]([C:21]1[C:20]([NH:1][C:2]2[S:6][N:5]=[C:4]([CH3:7])[C:3]=2[C:8]([NH:10][C:11]2[CH:16]=[CH:15][CH:14]=[CH:13][C:12]=2[CH2:17][CH3:18])=[O:9])=[N:25][CH:24]=[CH:23][N:22]=1)#[N:27]. The yield is 0.220. (8) The reactants are IC1C2N=C(C3C=CC(OC)=CC=3)SC=2C=C(OC)C=1.[C:21]([C:23]1[C:28]2[N:29]=[C:30]([C:32]3[CH:37]=[CH:36][C:35]([O:38]C)=[CH:34][CH:33]=3)[S:31][C:27]=2[CH:26]=[C:25]([O:40]C)[CH:24]=1)#[N:22].[Cu]C#N.Cl. The catalyst is CN(C=O)C. The product is [C:21]([C:23]1[C:28]2[N:29]=[C:30]([C:32]3[CH:33]=[CH:34][C:35]([OH:38])=[CH:36][CH:37]=3)[S:31][C:27]=2[CH:26]=[C:25]([OH:40])[CH:24]=1)#[N:22]. The yield is 0.960.